Dataset: Forward reaction prediction with 1.9M reactions from USPTO patents (1976-2016). Task: Predict the product of the given reaction. (1) Given the reactants [F:1][C:2]([F:21])([F:20])[O:3][C:4]1[CH:9]=[CH:8][C:7]([C:10]2[CH:11]=[CH:12][C:13]3[N:14]([C:16](=[O:19])[NH:17][N:18]=3)[CH:15]=2)=[CH:6][CH:5]=1.Cl[CH2:23][C:24]1[O:28][N:27]=[C:26]([CH3:29])[N:25]=1.C(=O)([O-])[O-].[K+].[K+], predict the reaction product. The product is: [CH3:29][C:26]1[N:25]=[C:24]([CH2:23][N:17]2[C:16](=[O:19])[N:14]3[CH:15]=[C:10]([C:7]4[CH:6]=[CH:5][C:4]([O:3][C:2]([F:1])([F:20])[F:21])=[CH:9][CH:8]=4)[CH:11]=[CH:12][C:13]3=[N:18]2)[O:28][N:27]=1. (2) Given the reactants [F:1][C:2]1[CH:10]=[C:6]([C:7]([OH:9])=[O:8])[C:5]([OH:11])=[CH:4][CH:3]=1.S(=O)(=O)(O)O.[CH:17](OC)(OC)OC, predict the reaction product. The product is: [CH3:17][O:8][C:7](=[O:9])[C:6]1[C:5](=[CH:4][CH:3]=[C:2]([F:1])[CH:10]=1)[OH:11]. (3) The product is: [CH2:1]([O:8][C:9]1[CH:10]=[CH:11][C:12]([C:15](=[O:17])[CH2:16][CH2:1][C:2]2[CH:7]=[CH:6][CH:5]=[CH:4][CH:3]=2)=[CH:13][CH:14]=1)[C:2]1[CH:3]=[CH:4][CH:5]=[CH:6][CH:7]=1. Given the reactants [CH2:1]([O:8][C:9]1[CH:14]=[CH:13][C:12]([C:15](=[O:17])[CH3:16])=[CH:11][CH:10]=1)[C:2]1[CH:7]=[CH:6][CH:5]=[CH:4][CH:3]=1.BrBr, predict the reaction product.